This data is from Reaction yield outcomes from USPTO patents with 853,638 reactions. The task is: Predict the reaction yield, written as a fraction of the theoretical maximum amount of product (1.0 means a 100% yield; for example, 0.34 means a 34% yield). The reactants are Cl[C:2]1[N:7]=[CH:6][C:5]([C:8]([OH:10])=[O:9])=[CH:4][N:3]=1.[CH3:11][Si](C=[N+]=[N-])(C)C.[CH3:18][N:19]1[CH2:24][CH2:23][NH:22][CH2:21][CH2:20]1.C(N(CC)CC)C. The catalyst is C1(C)C=CC=CC=1.CO. The product is [CH3:18][N:19]1[CH2:24][CH2:23][N:22]([C:2]2[N:7]=[CH:6][C:5]([C:8]([O:10][CH3:11])=[O:9])=[CH:4][N:3]=2)[CH2:21][CH2:20]1. The yield is 0.250.